This data is from Catalyst prediction with 721,799 reactions and 888 catalyst types from USPTO. The task is: Predict which catalyst facilitates the given reaction. The catalyst class is: 14. Product: [Cl:22][C:17]1[CH:16]=[C:15]([NH:14][C:5]2[C:4]3[C:9](=[CH:10][CH:11]=[C:2]([NH:1][CH2:37][C:34]4[CH:35]=[CH:36][C:31]([S:28]([NH:27][CH2:26][CH2:25][N:24]([CH3:23])[CH3:39])(=[O:30])=[O:29])=[CH:32][CH:33]=4)[CH:3]=3)[N:8]=[CH:7][C:6]=2[C:12]#[N:13])[CH:20]=[CH:19][C:18]=1[F:21]. Reactant: [NH2:1][C:2]1[CH:3]=[C:4]2[C:9](=[CH:10][CH:11]=1)[N:8]=[CH:7][C:6]([C:12]#[N:13])=[C:5]2[NH:14][C:15]1[CH:20]=[CH:19][C:18]([F:21])=[C:17]([Cl:22])[CH:16]=1.[CH3:23][N:24]([CH3:39])[CH2:25][CH2:26][NH:27][S:28]([C:31]1[CH:36]=[CH:35][C:34]([CH:37]=O)=[CH:33][CH:32]=1)(=[O:30])=[O:29].[BH3-]C#N.[Na+].